From a dataset of Forward reaction prediction with 1.9M reactions from USPTO patents (1976-2016). Predict the product of the given reaction. Given the reactants [Cl:1]C1C(C(F)(F)F)=CC=CC=1C(Cl)=O.[Cl:15][C:16]1[C:24]([Cl:25])=[C:23]([F:26])[CH:22]=[CH:21][C:17]=1[C:18](O)=[O:19].ClC1C(C(F)(F)F)=CC=CC=1C(O)=O, predict the reaction product. The product is: [Cl:15][C:16]1[C:24]([Cl:25])=[C:23]([F:26])[CH:22]=[CH:21][C:17]=1[C:18]([Cl:1])=[O:19].